Task: Predict the reactants needed to synthesize the given product.. Dataset: Full USPTO retrosynthesis dataset with 1.9M reactions from patents (1976-2016) (1) Given the product [F:1][C:2]1[CH:3]=[C:4]([C@H:10]([NH2:13])[CH:11]=[CH2:12])[CH:5]=[C:6]([CH2:8][F:9])[CH:7]=1, predict the reactants needed to synthesize it. The reactants are: [F:1][C:2]1[CH:3]=[C:4]([C@H:10]([NH:13][S@@](C(C)(C)C)=O)[CH:11]=[CH2:12])[CH:5]=[C:6]([CH2:8][F:9])[CH:7]=1.Cl. (2) Given the product [Br:7][C:8]1[C:9]2[CH:10]=[C:18]([C:19]([C:21]3[O:4][C:1]4[CH:13]=[CH:12][CH:9]=[C:8]([Br:7])[C:15]=4[CH:14]=3)=[O:20])[O:16][C:12]=2[CH:13]=[CH:14][CH:15]=1, predict the reactants needed to synthesize it. The reactants are: [C:1]([O-:4])([O-])=O.[K+].[K+].[Br:7][C:8]1[CH:15]=[CH:14][CH:13]=[C:12]([OH:16])[C:9]=1[CH:10]=O.Cl[CH2:18][C:19]([CH2:21]Cl)=[O:20].